From a dataset of Reaction yield outcomes from USPTO patents with 853,638 reactions. Predict the reaction yield, written as a fraction of the theoretical maximum amount of product (1.0 means a 100% yield; for example, 0.34 means a 34% yield). (1) The reactants are [Cl:1][C:2]1[CH:10]=[C:9]2[C:5]([CH:6]=[CH:7][NH:8]2)=[CH:4][CH:3]=1.[F:11][C:12]([F:23])([F:22])[C:13](O[C:13](=[O:14])[C:12]([F:23])([F:22])[F:11])=[O:14]. The catalyst is CN(C=O)C. The product is [Cl:1][C:2]1[CH:10]=[C:9]2[C:5]([C:6]([C:13](=[O:14])[C:12]([F:23])([F:22])[F:11])=[CH:7][NH:8]2)=[CH:4][CH:3]=1. The yield is 0.800. (2) The reactants are [NH2:1][CH2:2][CH2:3][C:4]1[N:5]=[C:6]([NH:9][C:10]([NH:12][C:13]2[CH:18]=[CH:17][C:16]([CH3:19])=[CH:15][C:14]=2[C:20]([CH:22]2[CH2:26][CH2:25][CH2:24][CH2:23]2)=[O:21])=[O:11])[S:7][CH:8]=1.[C:27](Cl)(=[O:29])[CH3:28].N1C=CC=CC=1. The catalyst is C(Cl)Cl. The product is [CH:22]1([C:20]([C:14]2[CH:15]=[C:16]([CH3:19])[CH:17]=[CH:18][C:13]=2[NH:12][C:10](=[O:11])[NH:9][C:6]2[S:7][CH:8]=[C:4]([CH2:3][CH2:2][NH:1][C:27](=[O:29])[CH3:28])[N:5]=2)=[O:21])[CH2:23][CH2:24][CH2:25][CH2:26]1. The yield is 0.640. (3) The reactants are [Br:1]N1C(=O)CCC1=O.[CH2:9]([N:13]([CH2:20][CH2:21][CH2:22][CH3:23])[C:14]1[CH:19]=[CH:18][CH:17]=[CH:16][CH:15]=1)[CH2:10][CH2:11][CH3:12].O. The catalyst is CN(C=O)C. The product is [Br:1][C:17]1[CH:18]=[CH:19][C:14]([N:13]([CH2:20][CH2:21][CH2:22][CH3:23])[CH2:9][CH2:10][CH2:11][CH3:12])=[CH:15][CH:16]=1. The yield is 0.930. (4) The yield is 0.700. The product is [C:34]([C:38]1[CH:43]=[C:42]([N:1]2[CH:8]=[CH:7][C:5](=[O:6])[NH:4][C:2]2=[O:3])[CH:41]=[C:40]([I:45])[C:39]=1[O:46][CH3:47])([CH3:37])([CH3:35])[CH3:36]. The catalyst is CS(C)=O.[Cu]I.CC#N. The reactants are [NH:1]1[CH:8]=[CH:7][C:5](=[O:6])[NH:4][C:2]1=[O:3].[O-]P([O-])([O-])=O.[K+].[K+].[K+].C(C1C=CC=CC=1NC(=O)C1C=CC=CN=1)#N.[C:34]([C:38]1[CH:43]=[C:42](I)[CH:41]=[C:40]([I:45])[C:39]=1[O:46][CH3:47])([CH3:37])([CH3:36])[CH3:35]. (5) The reactants are [C:1]([NH:4][C@H:5]([CH2:10][C:11]1[CH:16]=[CH:15][C:14]([OH:17])=[CH:13][CH:12]=1)[C:6]([O:8][CH3:9])=[O:7])(=[O:3])[CH3:2].C([O-])([O-])=O.[K+].[K+].[CH2:24](Br)[CH:25]=[CH2:26]. The catalyst is CN(C=O)C. The product is [C:1]([NH:4][C@H:5]([CH2:10][C:11]1[CH:16]=[CH:15][C:14]([O:17][CH2:26][CH:25]=[CH2:24])=[CH:13][CH:12]=1)[C:6]([O:8][CH3:9])=[O:7])(=[O:3])[CH3:2]. The yield is 0.850. (6) The reactants are [CH3:1][O:2][C:3]1[CH:4]=[C:5]2[C:10](=[CH:11][C:12]=1[O:13][CH3:14])[N:9]=[CH:8][CH:7]=[C:6]2[O:15][C:16]1[C:22]([CH3:23])=[CH:21][C:19]([NH2:20])=[C:18]([CH3:24])[CH:17]=1.Cl[C:26](Cl)([O:28][C:29](=[O:35])OC(Cl)(Cl)Cl)Cl.OC1[CH:45]=[CH:44][C:41]([C:42]#[N:43])=[CH:40][CH:39]=1.C(=O)(O)[O-].[Na+]. The catalyst is C(Cl)Cl.C(N(CC)CC)C.C1(C)C=CC=CC=1. The product is [CH3:1][O:2][C:3]1[CH:4]=[C:5]2[C:10](=[CH:11][C:12]=1[O:13][CH3:14])[N:9]=[CH:8][CH:7]=[C:6]2[O:15][C:16]1[C:22]([CH3:23])=[CH:21][C:19]([NH:20][C:29](=[O:35])[O:28][C:26]2[CH:45]=[CH:44][C:41]([C:42]#[N:43])=[CH:40][CH:39]=2)=[C:18]([CH3:24])[CH:17]=1. The yield is 0.530. (7) The reactants are [F:1][C:2]1[CH:8]=[CH:7][C:5]([NH2:6])=[CH:4][C:3]=1[O:9]C.B(Br)(Br)Br.CO. The catalyst is C(Cl)Cl. The product is [NH2:6][C:5]1[CH:7]=[CH:8][C:2]([F:1])=[C:3]([OH:9])[CH:4]=1. The yield is 0.730.